This data is from Reaction yield outcomes from USPTO patents with 853,638 reactions. The task is: Predict the reaction yield, written as a fraction of the theoretical maximum amount of product (1.0 means a 100% yield; for example, 0.34 means a 34% yield). (1) The reactants are [N+:1]([C:4]1[CH:9]=[CH:8][CH:7]=[CH:6][C:5]=1[CH2:10][C:11]([O:13][CH3:14])=[O:12])([O-])=O. The catalyst is CO.[Pd]. The product is [NH2:1][C:4]1[CH:9]=[CH:8][CH:7]=[CH:6][C:5]=1[CH2:10][C:11]([O:13][CH3:14])=[O:12]. The yield is 1.00. (2) The reactants are [Br:1][C:2]1[CH:7]=[CH:6][C:5]([N:8]([CH2:19][CH2:20][O:21][Si](C(C)(C)C)(C)C)[C:9]([C:11]2[C:12]([Cl:18])=[N:13][CH:14]=[N:15][C:16]=2[Cl:17])=[O:10])=[CH:4][CH:3]=1.Cl. The catalyst is CO. The product is [Br:1][C:2]1[CH:3]=[CH:4][C:5]([N:8]([CH2:19][CH2:20][OH:21])[C:9]([C:11]2[C:16]([Cl:17])=[N:15][CH:14]=[N:13][C:12]=2[Cl:18])=[O:10])=[CH:6][CH:7]=1. The yield is 1.04. (3) The reactants are [Br:1][C:2]1[CH:7]=[C:6]([N+:8]([O-:10])=[O:9])[CH:5]=[CH:4][C:3]=1[OH:11].C1(P(C2C=CC=CC=2)C2C=CC=CC=2)C=CC=CC=1.[F:31][C:32]1[CH:33]=[C:34]([CH:37]=[CH:38][CH:39]=1)[CH2:35]O.CC(OC(/N=N/C(OC(C)C)=O)=O)C. The catalyst is C1COCC1.O.CCOC(C)=O. The product is [Br:1][C:2]1[CH:7]=[C:6]([N+:8]([O-:10])=[O:9])[CH:5]=[CH:4][C:3]=1[O:11][CH2:35][C:34]1[CH:37]=[CH:38][CH:39]=[C:32]([F:31])[CH:33]=1. The yield is 0.680. (4) The reactants are [CH3:1][N:2]1[C:6]([CH:7]2[C:16](=O)[C:15]3[C:14]([C:18]([O:20]CC)=O)=[CH:13][CH:12]=[CH:11][C:10]=3[NH:9][CH:8]2[C:23]2[CH:28]=[CH:27][CH:26]=[CH:25][CH:24]=2)=[N:5][CH:4]=[N:3]1.O.[NH2:30][NH2:31]. The catalyst is CO. The product is [CH3:1][N:2]1[C:6]([CH:7]2[C:16]3=[N:30][NH:31][C:18](=[O:20])[C:14]4[CH:13]=[CH:12][CH:11]=[C:10]([C:15]=43)[NH:9][CH:8]2[C:23]2[CH:28]=[CH:27][CH:26]=[CH:25][CH:24]=2)=[N:5][CH:4]=[N:3]1. The yield is 0.300. (5) The reactants are CN(C)C=O.[Cl:6][C:7]1[CH:12]=[CH:11][CH:10]=[C:9]([N+:13]([O-:15])=[O:14])[C:8]=1[S:16][C:17]1[N:18]([CH2:25][C@:26]2([CH3:29])[CH2:28][O:27]2)[CH:19]=[C:20]([N+:22]([O-:24])=[O:23])[N:21]=1.[N:30]1([C:36]([O:38][CH2:39][CH:40]=[CH:41][C:42]2[CH:47]=[CH:46][C:45]([C:48]([F:51])([F:50])[F:49])=[CH:44][CH:43]=2)=[O:37])[CH2:35][CH2:34][NH:33][CH2:32][CH2:31]1.O. The catalyst is C(OCC)(=O)C. The product is [Cl:6][C:7]1[CH:12]=[CH:11][CH:10]=[C:9]([N+:13]([O-:15])=[O:14])[C:8]=1[S:16][C:17]1[N:18]([CH2:25][C@:26]([OH:27])([CH3:29])[CH2:28][N:33]2[CH2:32][CH2:31][N:30]([C:36]([O:38][CH2:39][CH:40]=[CH:41][C:42]3[CH:47]=[CH:46][C:45]([C:48]([F:50])([F:51])[F:49])=[CH:44][CH:43]=3)=[O:37])[CH2:35][CH2:34]2)[CH:19]=[C:20]([N+:22]([O-:24])=[O:23])[N:21]=1. The yield is 0.870. (6) The reactants are [F:1][C:2]([F:43])([F:42])[C:3]1[CH:4]=[C:5]([CH:39]=[CH:40][CH:41]=1)[CH2:6][NH:7][C:8](=[O:38])[C:9]1[CH:14]=[CH:13][N:12]=[C:11]([C:15]2[CH:20]=[C:19]([N:21]3[CH2:26][CH2:25][CH2:24][CH2:23][CH2:22]3)[CH:18]=[CH:17][C:16]=2[NH:27][C:28](=[O:37])[C:29]2[CH:34]=[CH:33][CH:32]=[C:31]([CH2:35]Br)[CH:30]=2)[CH:10]=1.[N:44]1([C:50](=[O:52])[CH3:51])[CH2:49][CH2:48][NH:47][CH2:46][CH2:45]1.[I-].[K+].C(=O)([O-])[O-].[K+].[K+]. The catalyst is CN(C)C=O.O. The product is [C:50]([N:44]1[CH2:49][CH2:48][N:47]([CH2:35][C:31]2[CH:30]=[C:29]([CH:34]=[CH:33][CH:32]=2)[C:28]([NH:27][C:16]2[CH:17]=[CH:18][C:19]([N:21]3[CH2:26][CH2:25][CH2:24][CH2:23][CH2:22]3)=[CH:20][C:15]=2[C:11]2[CH:10]=[C:9]([CH:14]=[CH:13][N:12]=2)[C:8]([NH:7][CH2:6][C:5]2[CH:39]=[CH:40][CH:41]=[C:3]([C:2]([F:43])([F:42])[F:1])[CH:4]=2)=[O:38])=[O:37])[CH2:46][CH2:45]1)(=[O:52])[CH3:51]. The yield is 0.340. (7) The reactants are [CH3:1][O:2][C:3]1[CH:4]=[C:5]([N:12]2[CH2:19][CH:18]3[O:20][CH:14]([CH2:15][N:16]([CH2:21][CH2:22][OH:23])[CH2:17]3)[CH2:13]2)[CH:6]=[CH:7][C:8]=1[N+:9]([O-])=O. The catalyst is CCOC(C)=O.CCO.[Pt](=O)=O. The product is [NH2:9][C:8]1[CH:7]=[CH:6][C:5]([N:12]2[CH2:19][CH:18]3[O:20][CH:14]([CH2:15][N:16]([CH2:21][CH2:22][OH:23])[CH2:17]3)[CH2:13]2)=[CH:4][C:3]=1[O:2][CH3:1]. The yield is 0.980.